Dataset: Forward reaction prediction with 1.9M reactions from USPTO patents (1976-2016). Task: Predict the product of the given reaction. Given the reactants C(NC(C)C)(C)C.[Li]CCCC.[CH:13]1([C:16](=[N:18][N:19]([CH3:21])[CH3:20])[CH3:17])[CH2:15][CH2:14]1.CON(C)[C:25](=[O:27])[CH3:26], predict the reaction product. The product is: [CH:13]1([C:16](=[N:18][N:19]([CH3:21])[CH3:20])[CH2:17][C:25](=[O:27])[CH3:26])[CH2:15][CH2:14]1.